This data is from Reaction yield outcomes from USPTO patents with 853,638 reactions. The task is: Predict the reaction yield, written as a fraction of the theoretical maximum amount of product (1.0 means a 100% yield; for example, 0.34 means a 34% yield). (1) The reactants are [NH:1]1[CH2:5][CH2:4][CH:3]([OH:6])[CH2:2]1.C(N(CC)CC)C.Cl.[F:15][C:16]([F:50])([F:49])[C:17]1[CH:22]=[C:21]([C:23]2[CH:28]=[CH:27][C:26]([C:29]([F:32])([F:31])[F:30])=[CH:25][CH:24]=2)[N:20]=[C:19]([C:33]2[CH:38]=[CH:37][N:36]=[C:35]([C:39]3[CH:40]=[C:41]([S:45](Cl)(=[O:47])=[O:46])[CH:42]=[CH:43][CH:44]=3)[CH:34]=2)[N:18]=1. The catalyst is C1COCC1. The product is [F:50][C:16]([F:15])([F:49])[C:17]1[CH:22]=[C:21]([C:23]2[CH:24]=[CH:25][C:26]([C:29]([F:32])([F:31])[F:30])=[CH:27][CH:28]=2)[N:20]=[C:19]([C:33]2[CH:38]=[CH:37][N:36]=[C:35]([C:39]3[CH:40]=[C:41]([S:45]([N:1]4[CH2:5][CH2:4][CH:3]([OH:6])[CH2:2]4)(=[O:47])=[O:46])[CH:42]=[CH:43][CH:44]=3)[CH:34]=2)[N:18]=1. The yield is 0.880. (2) The reactants are [CH3:1][O:2][C:3]1[CH:11]=[C:10]([C:12]2[CH:17]=[CH:16][CH:15]=[CH:14][CH:13]=2)[CH:9]=[CH:8][C:4]=1[C:5]([OH:7])=O.[F:18][C:19]([F:32])([F:31])[C:20]1[CH:21]=[C:22]([CH:24]=[C:25]([C:27]([F:30])([F:29])[F:28])[CH:26]=1)[NH2:23]. No catalyst specified. The product is [F:18][C:19]([F:31])([F:32])[C:20]1[CH:21]=[C:22]([NH:23][C:5](=[O:7])[C:4]2[CH:8]=[CH:9][C:10]([C:12]3[CH:17]=[CH:16][CH:15]=[CH:14][CH:13]=3)=[CH:11][C:3]=2[O:2][CH3:1])[CH:24]=[C:25]([C:27]([F:28])([F:30])[F:29])[CH:26]=1. The yield is 0.975.